Dataset: Catalyst prediction with 721,799 reactions and 888 catalyst types from USPTO. Task: Predict which catalyst facilitates the given reaction. Reactant: Cl.[F:2][C:3]1[CH:11]=[CH:10][CH:9]=[CH:8][C:4]=1[C:5]([NH2:7])=[NH:6].[CH2:15]1[O:14][C:16](O)([CH2:18]O)[CH2:15][O:14][C:16]1(O)[CH2:18]O.[Cl-].[NH4+].N. Product: [F:2][C:3]1[CH:11]=[CH:10][CH:9]=[CH:8][C:4]=1[C:5]1[NH:7][CH:18]=[C:16]([CH2:15][OH:14])[N:6]=1. The catalyst class is: 6.